This data is from Reaction yield outcomes from USPTO patents with 853,638 reactions. The task is: Predict the reaction yield, written as a fraction of the theoretical maximum amount of product (1.0 means a 100% yield; for example, 0.34 means a 34% yield). (1) The reactants are C([O:8][CH:9]1[CH2:24][CH2:23][C:12]2([CH2:15][N:14]([C:16]([O:18][C:19]([CH3:22])([CH3:21])[CH3:20])=[O:17])[CH2:13]2)[CH2:11][CH2:10]1)C1C=CC=CC=1.[H][H]. The catalyst is CO.[OH-].[OH-].[Pd+2]. The product is [OH:8][CH:9]1[CH2:10][CH2:11][C:12]2([CH2:15][N:14]([C:16]([O:18][C:19]([CH3:20])([CH3:21])[CH3:22])=[O:17])[CH2:13]2)[CH2:23][CH2:24]1. The yield is 0.940. (2) The reactants are [CH3:1][C:2]1[C:3]([C:8]([OH:10])=[O:9])=[N:4][CH:5]=[CH:6][N:7]=1.S(=O)(=O)(O)O.[CH3:16]O. No catalyst specified. The product is [CH3:1][C:2]1[C:3]([C:8]([O:10][CH3:16])=[O:9])=[N:4][CH:5]=[CH:6][N:7]=1. The yield is 0.730. (3) The yield is 0.870. The product is [C:4]([O:3][C:1]([NH:8][CH:9]1[CH2:14][CH2:13][N:12]([C:23]([O:25][CH2:26][C:27]2[CH:32]=[CH:31][CH:30]=[CH:29][CH:28]=2)=[O:24])[CH2:11][CH2:10]1)=[O:2])([CH3:7])([CH3:6])[CH3:5]. The catalyst is C(Cl)Cl. The reactants are [C:1]([NH:8][CH:9]1[CH2:14][CH2:13][NH:12][CH2:11][CH2:10]1)([O:3][C:4]([CH3:7])([CH3:6])[CH3:5])=[O:2].C(N(CC)CC)C.Cl[C:23]([O:25][CH2:26][C:27]1[CH:32]=[CH:31][CH:30]=[CH:29][CH:28]=1)=[O:24].Cl. (4) The reactants are [OH:1][C:2]1[CH:25]=[CH:24][CH:23]=[CH:22][C:3]=1[C:4]([NH:6][CH:7]([CH3:21])[CH:8]([NH:10]C(=O)OCC1C=CC=CC=1)[CH3:9])=[O:5]. The catalyst is CO.[Pd]. The product is [NH2:10][CH:8]([CH3:9])[CH:7]([NH:6][C:4](=[O:5])[C:3]1[CH:22]=[CH:23][CH:24]=[CH:25][C:2]=1[OH:1])[CH3:21]. The yield is 0.860. (5) The reactants are C1(O)C=CC=CC=1.[NH2:8][C:9]1[CH:22]=[CH:21][C:20]2[C:19](=[O:23])[C:18]3[C:13](=[CH:14][CH:15]=[CH:16][CH:17]=3)[C:12](=[O:24])[C:11]=2[CH:10]=1.[CH2:25]([N:29]([CH2:46][CH2:47][CH2:48][CH3:49])[C:30]1[N:35]=[C:34]([N:36]([CH2:41][CH2:42][CH2:43][CH3:44])[CH2:37][CH2:38][CH2:39][CH3:40])[N:33]=[C:32](Cl)[N:31]=1)[CH2:26][CH2:27][CH3:28].[OH-].[Na+]. The catalyst is O.ClCCl. The product is [CH2:41]([N:36]([CH2:37][CH2:38][CH2:39][CH3:40])[C:34]1[N:35]=[C:30]([N:29]([CH2:25][CH2:26][CH2:27][CH3:28])[CH2:46][CH2:47][CH2:48][CH3:49])[N:31]=[C:32]([NH:8][C:9]2[CH:22]=[CH:21][C:20]3[C:19](=[O:23])[C:18]4[C:13](=[CH:14][CH:15]=[CH:16][CH:17]=4)[C:12](=[O:24])[C:11]=3[CH:10]=2)[N:33]=1)[CH2:42][CH2:43][CH3:44]. The yield is 0.730.